Dataset: Full USPTO retrosynthesis dataset with 1.9M reactions from patents (1976-2016). Task: Predict the reactants needed to synthesize the given product. Given the product [Br:1][C:2]1[CH:3]=[C:4]([NH:8][S:16]([C:13]2[CH:14]=[CH:15][C:10]([F:9])=[CH:11][CH:12]=2)(=[O:18])=[O:17])[CH:5]=[N:6][CH:7]=1, predict the reactants needed to synthesize it. The reactants are: [Br:1][C:2]1[CH:3]=[C:4]([NH2:8])[CH:5]=[N:6][CH:7]=1.[F:9][C:10]1[CH:15]=[CH:14][C:13]([S:16](Cl)(=[O:18])=[O:17])=[CH:12][CH:11]=1.C(#N)C.O.